This data is from NCI-60 drug combinations with 297,098 pairs across 59 cell lines. The task is: Regression. Given two drug SMILES strings and cell line genomic features, predict the synergy score measuring deviation from expected non-interaction effect. Drug 1: CC1C(C(CC(O1)OC2CC(CC3=C2C(=C4C(=C3O)C(=O)C5=C(C4=O)C(=CC=C5)OC)O)(C(=O)C)O)N)O.Cl. Drug 2: CCCCC(=O)OCC(=O)C1(CC(C2=C(C1)C(=C3C(=C2O)C(=O)C4=C(C3=O)C=CC=C4OC)O)OC5CC(C(C(O5)C)O)NC(=O)C(F)(F)F)O. Cell line: SK-MEL-28. Synergy scores: CSS=8.45, Synergy_ZIP=-4.32, Synergy_Bliss=-0.804, Synergy_Loewe=-11.0, Synergy_HSA=-3.02.